This data is from NCI-60 drug combinations with 297,098 pairs across 59 cell lines. The task is: Regression. Given two drug SMILES strings and cell line genomic features, predict the synergy score measuring deviation from expected non-interaction effect. (1) Drug 1: C1=NC2=C(N=C(N=C2N1C3C(C(C(O3)CO)O)O)F)N. Drug 2: C(=O)(N)NO. Cell line: HCT116. Synergy scores: CSS=-2.47, Synergy_ZIP=-0.272, Synergy_Bliss=-4.78, Synergy_Loewe=-21.5, Synergy_HSA=-9.48. (2) Drug 1: CC12CCC3C(C1CCC2OP(=O)(O)O)CCC4=C3C=CC(=C4)OC(=O)N(CCCl)CCCl.[Na+]. Drug 2: COCCOC1=C(C=C2C(=C1)C(=NC=N2)NC3=CC=CC(=C3)C#C)OCCOC.Cl. Cell line: SNB-19. Synergy scores: CSS=-13.4, Synergy_ZIP=15.5, Synergy_Bliss=19.3, Synergy_Loewe=-9.81, Synergy_HSA=-0.110. (3) Cell line: NCI-H522. Synergy scores: CSS=6.55, Synergy_ZIP=-3.01, Synergy_Bliss=-1.49, Synergy_Loewe=-1.69, Synergy_HSA=-1.65. Drug 1: CCC1(CC2CC(C3=C(CCN(C2)C1)C4=CC=CC=C4N3)(C5=C(C=C6C(=C5)C78CCN9C7C(C=CC9)(C(C(C8N6C=O)(C(=O)OC)O)OC(=O)C)CC)OC)C(=O)OC)O.OS(=O)(=O)O. Drug 2: CS(=O)(=O)OCCCCOS(=O)(=O)C. (4) Drug 1: CN1CCC(CC1)COC2=C(C=C3C(=C2)N=CN=C3NC4=C(C=C(C=C4)Br)F)OC. Drug 2: C1=NNC2=C1C(=O)NC=N2. Cell line: BT-549. Synergy scores: CSS=-2.03, Synergy_ZIP=1.67, Synergy_Bliss=3.35, Synergy_Loewe=-1.62, Synergy_HSA=-0.456. (5) Drug 1: CC1=C(C=C(C=C1)NC(=O)C2=CC=C(C=C2)CN3CCN(CC3)C)NC4=NC=CC(=N4)C5=CN=CC=C5. Drug 2: C1=NC2=C(N=C(N=C2N1C3C(C(C(O3)CO)O)F)Cl)N. Cell line: EKVX. Synergy scores: CSS=-6.86, Synergy_ZIP=1.00, Synergy_Bliss=-5.16, Synergy_Loewe=-9.23, Synergy_HSA=-10.2. (6) Drug 1: C1=NC(=NC(=O)N1C2C(C(C(O2)CO)O)O)N. Drug 2: C1=NC2=C(N1)C(=S)N=CN2. Cell line: CCRF-CEM. Synergy scores: CSS=66.6, Synergy_ZIP=5.48, Synergy_Bliss=5.52, Synergy_Loewe=3.84, Synergy_HSA=9.61. (7) Drug 1: CC=C1C(=O)NC(C(=O)OC2CC(=O)NC(C(=O)NC(CSSCCC=C2)C(=O)N1)C(C)C)C(C)C. Drug 2: C1C(C(OC1N2C=NC(=NC2=O)N)CO)O. Cell line: CAKI-1. Synergy scores: CSS=43.6, Synergy_ZIP=5.15, Synergy_Bliss=5.62, Synergy_Loewe=-29.1, Synergy_HSA=-0.143. (8) Drug 1: C1=C(C(=O)NC(=O)N1)N(CCCl)CCCl. Drug 2: C(CN)CNCCSP(=O)(O)O. Cell line: MDA-MB-435. Synergy scores: CSS=2.30, Synergy_ZIP=-0.855, Synergy_Bliss=1.91, Synergy_Loewe=-0.480, Synergy_HSA=0.0414.